This data is from Catalyst prediction with 721,799 reactions and 888 catalyst types from USPTO. The task is: Predict which catalyst facilitates the given reaction. (1) Reactant: [NH2:1][C:2]1[NH:6][N:5]=[CH:4][C:3]=1[C:7]#[N:8].C(N(CC)CC)C.Br[CH2:17][CH2:18][CH2:19]Br. Product: [N:5]1[N:6]2[CH2:17][CH2:18][CH2:19][NH:1][C:2]2=[C:3]([C:7]#[N:8])[CH:4]=1. The catalyst class is: 12. (2) Reactant: CO.O.C[O:5][C:6](=[O:23])[C:7]1[CH:12]=[CH:11][C:10]([N:13]2[CH2:18][CH2:17][N:16]([CH2:19][CH2:20][O:21][CH3:22])[CH2:15][CH2:14]2)=[CH:9][CH:8]=1.[OH-].[Na+:25]. Product: [Na+:25].[CH3:22][O:21][CH2:20][CH2:19][N:16]1[CH2:17][CH2:18][N:13]([C:10]2[CH:11]=[CH:12][C:7]([C:6]([O-:23])=[O:5])=[CH:8][CH:9]=2)[CH2:14][CH2:15]1. The catalyst class is: 6. (3) Reactant: [H-].[Na+].[I-].[CH3:4][S+](C)(C)=O.[C:9]([O:13][C:14](=[O:28])/[CH:15]=[CH:16]/[C:17]1[CH:18]=[C:19]([CH:24]=[CH:25][C:26]=1[CH3:27])[C:20]([O:22][CH3:23])=[O:21])([CH3:12])([CH3:11])[CH3:10].[Cl-].[NH4+]. Product: [C:9]([O:13][C:14]([C@@H:15]1[CH2:4][C@H:16]1[C:17]1[CH:18]=[C:19]([CH:24]=[CH:25][C:26]=1[CH3:27])[C:20]([O:22][CH3:23])=[O:21])=[O:28])([CH3:12])([CH3:11])[CH3:10]. The catalyst class is: 16. (4) Reactant: [Cl:1][C:2]1[C:3](I)=[CH:4][C:5]([F:8])=[N:6][CH:7]=1.C([CH2:13][C:14]1[CH:19]=[CH:18][C:17](B(O)O)=[CH:16][CH:15]=1)(O)=O.[C:23]([O-])([O-])=[O:24].[Na+].[Na+].C(COC)[O:30]C. Product: [CH3:23][O:24][C:13](=[O:30])[C:14]1[CH:15]=[CH:16][C:17]([C:3]2[C:2]([Cl:1])=[CH:7][N:6]=[C:5]([F:8])[CH:4]=2)=[CH:18][CH:19]=1. The catalyst class is: 73. (5) Reactant: Cl[C:2]1[N:7]=[C:6]([C:8]2[C:16]3[C:11](=[N:12][CH:13]=[CH:14][CH:15]=3)[N:10]([CH2:17][C:18]3[CH:23]=[CH:22][CH:21]=[CH:20][C:19]=3[F:24])[N:9]=2)[N:5]=[C:4]([NH2:25])[C:3]=1[NH2:26].C([O-])=O.[NH4+]. The catalyst class is: 19. Product: [F:24][C:19]1[CH:20]=[CH:21][CH:22]=[CH:23][C:18]=1[CH2:17][N:10]1[C:11]2=[N:12][CH:13]=[CH:14][CH:15]=[C:16]2[C:8]([C:6]2[N:5]=[C:4]([NH2:25])[C:3]([NH2:26])=[CH:2][N:7]=2)=[N:9]1. (6) Reactant: [CH3:1][N:2]1[CH2:6][CH2:5][CH2:4][C@@H:3]1[CH2:7][C:8]1[C:16]2[C:11](=[CH:12][CH:13]=[C:14]([CH2:17][CH2:18][S:19]([C:22]3[CH:27]=[CH:26][CH:25]=[CH:24][CH:23]=3)(=[O:21])=[O:20])[CH:15]=2)[NH:10][CH:9]=1.[BrH:28]. Product: [BrH:28].[CH3:1][N:2]1[CH2:6][CH2:5][CH2:4][C@@H:3]1[CH2:7][C:8]1[C:16]2[C:11](=[CH:12][CH:13]=[C:14]([CH2:17][CH2:18][S:19]([C:22]3[CH:27]=[CH:26][CH:25]=[CH:24][CH:23]=3)(=[O:20])=[O:21])[CH:15]=2)[NH:10][CH:9]=1. The catalyst class is: 131.